From a dataset of Catalyst prediction with 721,799 reactions and 888 catalyst types from USPTO. Predict which catalyst facilitates the given reaction. (1) Reactant: [CH3:1][C:2]1[CH:7]=[C:6](O)[N:5]2[N:9]=[C:10]([CH:12]([CH3:14])[CH3:13])[N:11]=[C:4]2[N:3]=1.P(Cl)(Cl)([Cl:17])=O.C([O-])([O-])=O.[Na+].[Na+]. Product: [Cl:17][C:6]1[N:5]2[N:9]=[C:10]([CH:12]([CH3:14])[CH3:13])[N:11]=[C:4]2[N:3]=[C:2]([CH3:1])[CH:7]=1. The catalyst class is: 6. (2) Reactant: [H-].[Na+].CS(N=[N+:8]=[N-:9])(=O)=O.CS(Cl)(=O)=O.[N-]=[N+]=[N-].[Na+].[CH3:19][O:20][P:21]([CH2:25][C:26](=[O:28])[CH3:27])(=[O:24])[O:22][CH3:23]. Product: [CH3:19][O:20][P:21]([C:25](=[N+:8]=[N-:9])[C:26](=[O:28])[CH3:27])(=[O:24])[O:22][CH3:23]. The catalyst class is: 359. (3) Reactant: Cl[C:2]1[CH:7]=[CH:6][C:5]([C:8]([C:20]2[CH:21]=[N:22][C:23]([C:26]3[C:27](C)=[N:28][N:29](C(C4C=CC=CC=4)(C4C=CC=CC=4)C4C=CC=CC=4)[CH:30]=3)=[CH:24][CH:25]=2)=[CH:9][N:10](C)[CH:11](C2C=CC=CC=2)C)=[CH:4][CH:3]=1.[H][H]. Product: [CH3:11][NH:10][CH2:9][CH:8]([C:5]1[CH:6]=[CH:7][CH:2]=[CH:3][CH:4]=1)[C:20]1[CH:21]=[N:22][C:23]([C:26]2[CH:27]=[N:28][NH:29][CH:30]=2)=[CH:24][CH:25]=1. The catalyst class is: 29.